From a dataset of Reaction yield outcomes from USPTO patents with 853,638 reactions. Predict the reaction yield, written as a fraction of the theoretical maximum amount of product (1.0 means a 100% yield; for example, 0.34 means a 34% yield). (1) The reactants are C[O:2][C:3]([C:5]1[CH:13]=[C:12]2[C:8]([CH:9]=[CH:10][NH:11]2)=[C:7]([C:14]2[NH:15][C:16]3[C:21]([N:22]=2)=[C:20]([N:23]2[CH2:28][CH2:27][O:26][CH2:25][C@H:24]2[CH3:29])[N:19]=[C:18]([N:30]2[CH2:35][CH2:34][O:33][CH2:32][C@H:31]2[CH3:36])[N:17]=3)[CH:6]=1)=O.[H-].[H-].[H-].[H-].[Li+].[Al+3]. The catalyst is C1COCC1. The product is [CH3:36][C@@H:31]1[CH2:32][O:33][CH2:34][CH2:35][N:30]1[C:18]1[N:17]=[C:16]2[C:21]([N:22]=[C:14]([C:7]3[CH:6]=[C:5]([CH2:3][OH:2])[CH:13]=[C:12]4[C:8]=3[CH:9]=[CH:10][NH:11]4)[NH:15]2)=[C:20]([N:23]2[CH2:28][CH2:27][O:26][CH2:25][C@H:24]2[CH3:29])[N:19]=1. The yield is 0.840. (2) The reactants are C(OC([N:8]1[CH2:14][CH2:13][CH2:12][N:11]([C:15]2[CH:20]=[CH:19][C:18]([Cl:21])=[CH:17][CH:16]=2)[CH2:10][CH2:9]1)=O)(C)(C)C.Cl.O1CCOCC1. The catalyst is C(Cl)Cl. The product is [Cl:21][C:18]1[CH:17]=[CH:16][C:15]([N:11]2[CH2:12][CH2:13][CH2:14][NH:8][CH2:9][CH2:10]2)=[CH:20][CH:19]=1. The yield is 0.480.